Task: Predict the reaction yield, written as a fraction of the theoretical maximum amount of product (1.0 means a 100% yield; for example, 0.34 means a 34% yield).. Dataset: Reaction yield outcomes from USPTO patents with 853,638 reactions (1) The reactants are C[Si]([N-][Si](C)(C)C)(C)C.[Na+].C(OC([N:18]1[C:22]([NH2:23])=[CH:21][C:20]([CH2:24][CH2:25][C:26]2[CH:31]=[C:30]([O:32][CH3:33])[CH:29]=[C:28]([O:34][CH3:35])[CH:27]=2)=[N:19]1)=O)(C)(C)C.[OH:36][CH2:37][CH2:38][O:39][C:40]1[CH:49]=[CH:48][C:43]([C:44](OC)=[O:45])=[CH:42][CH:41]=1. The catalyst is C1COCC1. The product is [CH3:33][O:32][C:30]1[CH:31]=[C:26]([CH2:25][CH2:24][C:20]2[NH:19][N:18]=[C:22]([NH:23][C:44](=[O:45])[C:43]3[CH:42]=[CH:41][C:40]([O:39][CH2:38][CH2:37][OH:36])=[CH:49][CH:48]=3)[CH:21]=2)[CH:27]=[C:28]([O:34][CH3:35])[CH:29]=1. The yield is 0.120. (2) The reactants are [Si:1]([O:8][CH2:9][C@H:10]1[NH:15][CH2:14][C@H:13]([C:16]([O:18][CH3:19])=[O:17])[CH2:12][CH2:11]1)([C:4]([CH3:7])([CH3:6])[CH3:5])([CH3:3])[CH3:2].C(N(CC)CC)C.[Cl:27][CH:28]([CH3:32])[C:29](Cl)=[O:30]. The catalyst is C(Cl)Cl. The product is [Si:1]([O:8][CH2:9][C@H:10]1[N:15]([C:29](=[O:30])[C@H:28]([Cl:27])[CH3:32])[CH2:14][C@H:13]([C:16]([O:18][CH3:19])=[O:17])[CH2:12][CH2:11]1)([C:4]([CH3:7])([CH3:6])[CH3:5])([CH3:2])[CH3:3]. The yield is 0.570.